Dataset: Forward reaction prediction with 1.9M reactions from USPTO patents (1976-2016). Task: Predict the product of the given reaction. Given the reactants Br[C:2]1[CH:7]=[CH:6][C:5]([C:8]2[CH:9]=[CH:10][C:11]3[N:12]([C:21]4[CH:26]=[CH:25][CH:24]=[CH:23][CH:22]=4)[C:13]4[C:18]([C:19]=3[CH:20]=2)=[CH:17][CH:16]=[CH:15][CH:14]=4)=[CH:4][CH:3]=1.CCCCCC.C([Li])CCC.[B:38]([O:43]C)(OC)[O:39]C.Cl, predict the reaction product. The product is: [C:21]1([N:12]2[C:11]3[CH:10]=[CH:9][C:8]([C:5]4[CH:4]=[CH:3][C:2]([B:38]([OH:43])[OH:39])=[CH:7][CH:6]=4)=[CH:20][C:19]=3[C:18]3[C:13]2=[CH:14][CH:15]=[CH:16][CH:17]=3)[CH:26]=[CH:25][CH:24]=[CH:23][CH:22]=1.